Regression. Given a peptide amino acid sequence and an MHC pseudo amino acid sequence, predict their binding affinity value. This is MHC class I binding data. From a dataset of Peptide-MHC class I binding affinity with 185,985 pairs from IEDB/IMGT. (1) The peptide sequence is RVMANNVKKK. The MHC is HLA-A33:01 with pseudo-sequence HLA-A33:01. The binding affinity (normalized) is 0.0530. (2) The peptide sequence is EDFEIFYNL. The MHC is HLA-B39:01 with pseudo-sequence HLA-B39:01. The binding affinity (normalized) is 0.0847. (3) The peptide sequence is TASGKLVTQW. The MHC is HLA-B57:01 with pseudo-sequence HLA-B57:01. The binding affinity (normalized) is 0.353. (4) The peptide sequence is KGMKIQHFK. The MHC is HLA-B18:01 with pseudo-sequence HLA-B18:01. The binding affinity (normalized) is 0.0847. (5) The peptide sequence is GMLIYSMWGK. The MHC is HLA-A33:01 with pseudo-sequence HLA-A33:01. The binding affinity (normalized) is 0.150. (6) The peptide sequence is HYNIVTFC. The MHC is H-2-Db with pseudo-sequence H-2-Db. The binding affinity (normalized) is 0. (7) The peptide sequence is NMKQCTNDI. The MHC is HLA-A02:01 with pseudo-sequence HLA-A02:01. The binding affinity (normalized) is 0. (8) The peptide sequence is RAMDVYCHR. The MHC is HLA-A02:03 with pseudo-sequence HLA-A02:03. The binding affinity (normalized) is 0.0847.